This data is from Forward reaction prediction with 1.9M reactions from USPTO patents (1976-2016). The task is: Predict the product of the given reaction. (1) Given the reactants [CH2:1]([NH:8][C:9]1[CH:10]=[C:11]([C:18]2[C:19]([C:24]#[N:25])=[CH:20][CH:21]=[CH:22][CH:23]=2)[CH:12]=[CH:13][C:14]=1[N+:15]([O-:17])=[O:16])[C:2]1[CH:7]=[CH:6][CH:5]=[CH:4][CH:3]=1.[N-:26]=[N+:27]=[N-:28].[Na+], predict the reaction product. The product is: [CH2:1]([NH:8][C:9]1[CH:10]=[C:11]([C:18]2[CH:23]=[CH:22][CH:21]=[CH:20][C:19]=2[C:24]2[NH:28][N:27]=[N:26][N:25]=2)[CH:12]=[CH:13][C:14]=1[N+:15]([O-:17])=[O:16])[C:2]1[CH:7]=[CH:6][CH:5]=[CH:4][CH:3]=1. (2) Given the reactants C([C@@]1(F)[C@H]2[C@H]([C@@H:13]3[C:19](=[O:20])[C@:18]([CH2:22][C:23]4[CH:28]=[CH:27][CH:26]=[CH:25][CH:24]=4)([F:21])[C@H:16]2[CH:15]=[CH:14]3)C=CC1=O)C1C=CC=CC=1.[C:31]1([N:37]2[C:41](=[O:42])[CH:40]=[CH:39][C:38]2=[O:43])[CH:36]=[CH:35][CH:34]=[CH:33][CH:32]=1, predict the reaction product. The product is: [CH2:22]([C@@:18]1([F:21])[C@@H:16]2[C@@H:39]3[C@H:40]([C@@H:13]([CH:14]=[CH:15]2)[C:19]1=[O:20])[C:41](=[O:42])[N:37]([C:31]1[CH:32]=[CH:33][CH:34]=[CH:35][CH:36]=1)[C:38]3=[O:43])[C:23]1[CH:28]=[CH:27][CH:26]=[CH:25][CH:24]=1. (3) Given the reactants [N:1]([C:4]1[S:5][C:6]([C:19]([OH:21])=O)=[C:7]([C:9]2[CH:14]=[CH:13][CH:12]=[C:11]([C:15]([F:18])([F:17])[F:16])[CH:10]=2)[N:8]=1)=[N+:2]=[N-:3].C[N:23](C(N(C)C)=[N+]1C2C(=NC=CC=2)N=N1)C.F[P-](F)(F)(F)(F)F.C(N(C(C)C)C(C)C)C.[Cl-].[NH4+], predict the reaction product. The product is: [N:1]([C:4]1[S:5][C:6]([C:19]([NH2:23])=[O:21])=[C:7]([C:9]2[CH:14]=[CH:13][CH:12]=[C:11]([C:15]([F:18])([F:17])[F:16])[CH:10]=2)[N:8]=1)=[N+:2]=[N-:3]. (4) Given the reactants C([O:3][C:4]([C@@H:6]1[C@@H:8]([C:9](=[O:27])[NH:10][C@@H:11]([CH2:21][C:22]2[N:23]=[CH:24][S:25][CH:26]=2)[C:12](=[O:20])[NH:13][C:14]2[CH:19]=[CH:18][CH:17]=[CH:16][CH:15]=2)[O:7]1)=[O:5])C.[Li+].[OH-], predict the reaction product. The product is: [O:20]=[C:12]([NH:13][C:14]1[CH:15]=[CH:16][CH:17]=[CH:18][CH:19]=1)[C@@H:11]([NH:10][C:9]([C@H:8]1[O:7][C@@H:6]1[C:4]([OH:5])=[O:3])=[O:27])[CH2:21][C:22]1[N:23]=[CH:24][S:25][CH:26]=1. (5) The product is: [NH2:1][C:2]1[C:3]([C:51]([NH:53][CH3:54])=[O:52])=[N:4][C:5]([C:8]2[CH:13]=[CH:12][CH:11]=[C:10]([CH2:14][NH:15][CH:31]3[C:39]4[C:34](=[CH:35][CH:36]=[C:37]([CH2:80][CH2:81][CH2:82][OH:83])[CH:38]=4)[CH2:33][CH2:32]3)[CH:9]=2)=[CH:6][N:7]=1. Given the reactants [NH2:1][C:2]1[C:3]([C:51]([NH:53][CH3:54])=[O:52])=[N:4][C:5]([C:8]2[CH:13]=[CH:12][CH:11]=[C:10]([CH2:14][N:15]([CH:31]3[C:39]4[C:34](=[CH:35][C:36](CCCO[Si](C(C)(C)C)(C)C)=[CH:37][CH:38]=4)[CH2:33][CH2:32]3)S(C3C=C([N+]([O-])=O)C=C([N+]([O-])=O)C=3)(=O)=O)[CH:9]=2)=[CH:6][N:7]=1.[F-].C([N+](CCCC)(CCCC)CCCC)CCC.ClCCl.C(N)(C)C.[CH2:80]1C[O:83][CH2:82][CH2:81]1, predict the reaction product. (6) Given the reactants [S-:1][C:2]#[N:3].[K+].[NH2:5][C:6]1[CH:25]=[CH:24][C:9]([O:10][C:11]2[CH:12]=[C:13]([NH:17][C:18](=[O:23])[C:19]([F:22])([F:21])[F:20])[CH:14]=[CH:15][CH:16]=2)=[CH:8][CH:7]=1.BrBr, predict the reaction product. The product is: [NH2:3][C:2]1[S:1][C:25]2[CH:24]=[C:9]([O:10][C:11]3[CH:12]=[C:13]([NH:17][C:18](=[O:23])[C:19]([F:21])([F:22])[F:20])[CH:14]=[CH:15][CH:16]=3)[CH:8]=[CH:7][C:6]=2[N:5]=1. (7) Given the reactants Cl[C:2]1[N:21]=[C:5]2[C:6]([NH:10][C:11]3[CH:16]=[CH:15][CH:14]=[CH:13][C:12]=3[S:17]([CH3:20])(=[O:19])=[O:18])=[CH:7][CH:8]=[CH:9][N:4]2[N:3]=1.[CH3:22][N:23]1[CH2:28][CH2:27][N:26]([C:29]2[CH:30]=[C:31]([CH:33]=[CH:34][CH:35]=2)[NH2:32])[CH2:25][CH2:24]1.C1(P(C2CCCCC2)C2C=CC=CC=2C2C=CC=CC=2P(C2CCCCC2)C2CCCCC2)CCCCC1, predict the reaction product. The product is: [CH3:20][S:17]([C:12]1[CH:13]=[CH:14][CH:15]=[CH:16][C:11]=1[NH:10][C:6]1[C:5]2[N:4]([N:3]=[C:2]([NH:32][C:31]3[CH:33]=[CH:34][CH:35]=[C:29]([N:26]4[CH2:25][CH2:24][N:23]([CH3:22])[CH2:28][CH2:27]4)[CH:30]=3)[N:21]=2)[CH:9]=[CH:8][CH:7]=1)(=[O:19])=[O:18]. (8) Given the reactants C[Si](C)(C)[N-][Si](C)(C)C.[Na+].[F:11][C:12]([F:31])([F:30])[C:13]1[CH:14]=[C:15]([C:19]2[CH:20]=[CH:21][C:22]3[NH:27][C:26](=[O:28])[CH2:25][NH:24][C:23]=3[N:29]=2)[CH:16]=[CH:17][CH:18]=1.[CH3:32]I.[NH4+].[Cl-], predict the reaction product. The product is: [CH3:32][N:27]1[C:26](=[O:28])[CH2:25][NH:24][C:23]2[N:29]=[C:19]([C:15]3[CH:16]=[CH:17][CH:18]=[C:13]([C:12]([F:30])([F:11])[F:31])[CH:14]=3)[CH:20]=[CH:21][C:22]1=2.